Dataset: NCI-60 drug combinations with 297,098 pairs across 59 cell lines. Task: Regression. Given two drug SMILES strings and cell line genomic features, predict the synergy score measuring deviation from expected non-interaction effect. (1) Drug 1: C1=CC(=CC=C1CCC2=CNC3=C2C(=O)NC(=N3)N)C(=O)NC(CCC(=O)O)C(=O)O. Drug 2: CC1CCC2CC(C(=CC=CC=CC(CC(C(=O)C(C(C(=CC(C(=O)CC(OC(=O)C3CCCCN3C(=O)C(=O)C1(O2)O)C(C)CC4CCC(C(C4)OC)OCCO)C)C)O)OC)C)C)C)OC. Cell line: TK-10. Synergy scores: CSS=32.9, Synergy_ZIP=-6.57, Synergy_Bliss=-8.87, Synergy_Loewe=-6.13, Synergy_HSA=-4.28. (2) Drug 1: CC1=C(C=C(C=C1)C(=O)NC2=CC(=CC(=C2)C(F)(F)F)N3C=C(N=C3)C)NC4=NC=CC(=N4)C5=CN=CC=C5. Drug 2: CN(C(=O)NC(C=O)C(C(C(CO)O)O)O)N=O. Cell line: U251. Synergy scores: CSS=2.27, Synergy_ZIP=0.487, Synergy_Bliss=-0.380, Synergy_Loewe=-3.19, Synergy_HSA=-3.29. (3) Drug 1: C1=CN(C(=O)N=C1N)C2C(C(C(O2)CO)O)O.Cl. Drug 2: C1C(C(OC1N2C=NC3=C(N=C(N=C32)Cl)N)CO)O. Cell line: IGROV1. Synergy scores: CSS=30.1, Synergy_ZIP=-1.62, Synergy_Bliss=6.68, Synergy_Loewe=6.36, Synergy_HSA=9.49. (4) Drug 1: CC1=C(C=C(C=C1)NC2=NC=CC(=N2)N(C)C3=CC4=NN(C(=C4C=C3)C)C)S(=O)(=O)N.Cl. Drug 2: CN(CCCl)CCCl.Cl. Cell line: EKVX. Synergy scores: CSS=1.98, Synergy_ZIP=-0.295, Synergy_Bliss=-3.03, Synergy_Loewe=-6.32, Synergy_HSA=-4.38.